Dataset: Catalyst prediction with 721,799 reactions and 888 catalyst types from USPTO. Task: Predict which catalyst facilitates the given reaction. (1) Reactant: Br[C:2]1[N:3]([CH:17]([CH3:19])[CH3:18])[C:4]2[CH:5]=[C:6]([Cl:16])[CH:7]=[C:8]([C:12]([O:14][CH3:15])=[O:13])[C:9]=2[C:10]=1[CH3:11].[CH3:20]B1OB(C)OB(C)O1.C(=O)([O-])[O-].[K+].[K+].CCOC(C)=O. Product: [Cl:16][C:6]1[CH:7]=[C:8]([C:12]([O:14][CH3:15])=[O:13])[C:9]2[C:10]([CH3:11])=[C:2]([CH3:20])[N:3]([CH:17]([CH3:19])[CH3:18])[C:4]=2[CH:5]=1. The catalyst class is: 77. (2) Reactant: [Cl:1][C:2]1[CH:7]=[CH:6][C:5]([C@@H:8]2[C@@H:13]([C@@H:14]([O:16][C:17]3[CH:22]=[CH:21][C:20]([Cl:23])=[C:19](Cl)[CH:18]=3)[CH3:15])[CH2:12][CH2:11][N:10]([C:25]([CH:27]3[CH2:32][CH2:31][N:30]([C:33]4[CH:38]=[CH:37][C:36]([C:39]#[N:40])=[CH:35][N:34]=4)[CH2:29][CH2:28]3)=[O:26])[CH2:9]2)=[CH:4][CH:3]=1.N1CCCCC1.C(N1CC[C@H]([C@H]([OH:62])C)[C@@H](C2C=CC(Cl)=CC=2)C1)C1C=CC=CC=1.ClC1C=CC(O)=CC=1.ClC(OC(Cl)=O)C.CCN(C(C)C)C(C)C. The catalyst class is: 5. Product: [C:39]([C:36]1[CH:37]=[CH:38][C:33]([N:30]2[CH2:31][CH2:32][CH:27]([C:25]([OH:26])=[O:62])[CH2:28][CH2:29]2)=[N:34][CH:35]=1)#[N:40].[Cl:23][C:20]1[CH:19]=[CH:18][C:17]([O:16][C@H:14]([C@H:13]2[CH2:12][CH2:11][N:10]([C:25]([CH:27]3[CH2:32][CH2:31][N:30]([C:33]4[CH:38]=[CH:37][C:36]([C:39]#[N:40])=[CH:35][N:34]=4)[CH2:29][CH2:28]3)=[O:26])[CH2:9][C@@H:8]2[C:5]2[CH:6]=[CH:7][C:2]([Cl:1])=[CH:3][CH:4]=2)[CH3:15])=[CH:22][CH:21]=1. (3) Reactant: [Br:1][C:2]1[CH:15]=[C:14]2[C:5]([O:6][C:7]3[C:8]([F:25])=[CH:9][C:10]([O:23][CH3:24])=[CH:11][C:12]=3[C:13]2([CH2:17][C:18]([O:20][CH2:21][CH3:22])=[O:19])O)=[CH:4][CH:3]=1.[N:26]([Si](C)(C)C)=[N+:27]=[N-:28].C([O+]([B-](F)(F)F)CC)C. Product: [N:26]([C:13]1([CH2:17][C:18]([O:20][CH2:21][CH3:22])=[O:19])[C:12]2[CH:11]=[C:10]([O:23][CH3:24])[CH:9]=[C:8]([F:25])[C:7]=2[O:6][C:5]2[C:14]1=[CH:15][C:2]([Br:1])=[CH:3][CH:4]=2)=[N+:27]=[N-:28]. The catalyst class is: 11. (4) Reactant: O.[CH3:2][N:3]1[C:17]2[C:12](=[CH:13][CH:14]=[CH:15][CH:16]=2)[C:5]([CH2:6][C@@H:7]([C:9]([OH:11])=[O:10])[NH2:8])=[CH:4]1.C(=O)([O-])O.[Na+].[C:23]([C:25]1[CH:30]=[CH:29][CH:28]=[CH:27][C:26]=1[CH:31]=[CH:32][C:33](ON1C(=O)CCC1=O)=[O:34])#[N:24]. Product: [C:23]([C:25]1[CH:30]=[CH:29][CH:28]=[CH:27][C:26]=1[CH:31]=[CH:32][C:33]([NH:8][C@H:7]([C:9]([OH:11])=[O:10])[CH2:6][C:5]1[C:12]2[C:17](=[CH:16][CH:15]=[CH:14][CH:13]=2)[N:3]([CH3:2])[CH:4]=1)=[O:34])#[N:24]. The catalyst class is: 12.